From a dataset of Forward reaction prediction with 1.9M reactions from USPTO patents (1976-2016). Predict the product of the given reaction. (1) Given the reactants [Br:1][C:2]1[N:7]=[C:6]([NH:8][CH2:9][CH2:10][CH2:11][N:12]2[CH2:17][CH2:16][CH2:15][CH2:14][CH2:13]2)[C:5]([N+:18]([O-])=O)=[CH:4][CH:3]=1.[OH-].[Na+], predict the reaction product. The product is: [Br:1][C:2]1[N:7]=[C:6]([NH:8][CH2:9][CH2:10][CH2:11][N:12]2[CH2:17][CH2:16][CH2:15][CH2:14][CH2:13]2)[C:5]([NH2:18])=[CH:4][CH:3]=1. (2) Given the reactants [Cl:1][C:2]1[C:3]([N:14]2[CH2:17][CH:16]([C:18]([OH:20])=O)[CH2:15]2)=[N:4][C:5]([CH3:13])=[C:6]([C:8]([O:10][CH2:11][CH3:12])=[O:9])[CH:7]=1.CCN(C(C)C)C(C)C.CN(C(ON1N=NC2C=CC=CC1=2)=[N+](C)C)C.[B-](F)(F)(F)F.[CH3:52][C:53]1[CH:58]=[CH:57][C:56]([CH2:59][S:60]([NH2:63])(=[O:62])=[O:61])=[CH:55][CH:54]=1.OS([O-])(=O)=O.[K+], predict the reaction product. The product is: [Cl:1][C:2]1[C:3]([N:14]2[CH2:15][CH:16]([C:18]([NH:63][S:60]([CH2:59][C:56]3[CH:57]=[CH:58][C:53]([CH3:52])=[CH:54][CH:55]=3)(=[O:61])=[O:62])=[O:20])[CH2:17]2)=[N:4][C:5]([CH3:13])=[C:6]([CH:7]=1)[C:8]([O:10][CH2:11][CH3:12])=[O:9]. (3) Given the reactants [N+:1]([O-:4])(O)=[O:2].[CH3:5][O:6][C:7]1[CH:8]=[CH:9][C:10]2[CH:16]([CH3:17])[CH2:15][N:14]([C:18](=[O:23])[C:19]([F:22])([F:21])[F:20])[CH2:13][CH2:12][C:11]=2[N:24]=1.O.C([O-])([O-])=O.[K+].[K+], predict the reaction product. The product is: [CH3:5][O:6][C:7]1[C:8]([N+:1]([O-:4])=[O:2])=[CH:9][C:10]2[CH:16]([CH3:17])[CH2:15][N:14]([C:18](=[O:23])[C:19]([F:22])([F:20])[F:21])[CH2:13][CH2:12][C:11]=2[N:24]=1. (4) Given the reactants II.[CH2:3]([O:10][C:11]([NH:13][C@@H:14]([CH2:19]I)[C:15]([O:17][CH3:18])=[O:16])=[O:12])[C:4]1[CH:9]=[CH:8][CH:7]=[CH:6][CH:5]=1.Br[C:22]1[CH:23]=[C:24]2[C:28](=[CH:29][CH:30]=1)[NH:27][CH:26]=[CH:25]2, predict the reaction product. The product is: [CH2:3]([O:10][C:11]([NH:13][C@@H:14]([CH2:19][C:22]1[CH:23]=[C:24]2[C:28](=[CH:29][CH:30]=1)[NH:27][CH:26]=[CH:25]2)[C:15]([O:17][CH3:18])=[O:16])=[O:12])[C:4]1[CH:9]=[CH:8][CH:7]=[CH:6][CH:5]=1. (5) Given the reactants [H-].[Na+].NC1C(Cl)=[CH:29][C:7]([C:8](OCC2CCN(CCCOC3C=CC(F)=CC=3)CC2)=O)=[C:6](OC)[CH:5]=1.[C:34]([N:41]1[CH:45]=[CH:44][N:43]=[CH:42]1)([N:36]1[CH:40]=[CH:39][N:38]=[CH:37]1)=O.[NH2:46][C:47]1[C:52]2[CH2:53][C:54]([CH3:57])([CH3:56])[O:55][C:51]=2[C:50]([C:58]([OH:60])=[O:59])=[CH:49][C:48]=1[Cl:61].[CH2:62]1COCC1, predict the reaction product. The product is: [NH2:46][C:47]1[C:52]2[CH2:53][C:54]([CH3:57])([CH3:56])[O:55][C:51]=2[C:50]([C:58]([O:60][CH2:8][CH:7]2[CH2:29][CH2:42][N:43]([CH2:44][CH2:45][NH:41][C:34]3[C:37]([CH3:62])=[N:38][CH:39]=[CH:40][N:36]=3)[CH2:5][CH2:6]2)=[O:59])=[CH:49][C:48]=1[Cl:61]. (6) Given the reactants [F-].C([N+](CCCC)(CCCC)CCCC)CCC.[CH2:19]([N:22]1[C:30]2[C:25](=[CH:26][CH:27]=[C:28]([C:31]([O:33][CH3:34])=[O:32])[CH:29]=2)[C:24]([CH:35]2[CH2:40][CH2:39][CH2:38][CH2:37][CH2:36]2)=[C:23]1[C:41]1[CH:46]=[CH:45][CH:44]=[CH:43][C:42]=1[CH2:47][O:48][Si](C(C)C)(C(C)C)C(C)C)[CH:20]=[CH2:21], predict the reaction product. The product is: [CH2:19]([N:22]1[C:30]2[C:25](=[CH:26][CH:27]=[C:28]([C:31]([O:33][CH3:34])=[O:32])[CH:29]=2)[C:24]([CH:35]2[CH2:40][CH2:39][CH2:38][CH2:37][CH2:36]2)=[C:23]1[C:41]1[CH:46]=[CH:45][CH:44]=[CH:43][C:42]=1[CH2:47][OH:48])[CH:20]=[CH2:21]. (7) Given the reactants [O:1]=[C:2]1[CH2:7][CH2:6][N:5]([C:8]([C:10]2[CH:15]=[CH:14][C:13]([C:16]3[N:17]=[CH:18][C:19]4[N:20]([C:22]([C:25]5[CH:32]=[CH:31][C:28]([C:29]#[N:30])=[CH:27][CH:26]=5)=[CH:23][N:24]=4)[CH:21]=3)=[CH:12][CH:11]=2)=[O:9])[CH2:4][CH2:3]1.[BH4-].[Na+], predict the reaction product. The product is: [OH:1][CH:2]1[CH2:3][CH2:4][N:5]([C:8]([C:10]2[CH:11]=[CH:12][C:13]([C:16]3[N:17]=[CH:18][C:19]4[N:20]([C:22]([C:25]5[CH:32]=[CH:31][C:28]([C:29]#[N:30])=[CH:27][CH:26]=5)=[CH:23][N:24]=4)[CH:21]=3)=[CH:14][CH:15]=2)=[O:9])[CH2:6][CH2:7]1.